From a dataset of Catalyst prediction with 721,799 reactions and 888 catalyst types from USPTO. Predict which catalyst facilitates the given reaction. (1) Reactant: [N:1]1[NH:2][N:3]=[N:4][C:5]=1[C:6]1[S:10][C:9]([N:11]2[CH2:16][CH2:15][N:14]([C:17]([O:19][C:20]([CH3:23])([CH3:22])[CH3:21])=[O:18])[CH2:13][CH2:12]2)=[N:8][N:7]=1.C(N(CC)CC)C.Br[CH2:32][C:33]([O:35][CH2:36][CH3:37])=[O:34]. Product: [CH2:36]([O:35][C:33](=[O:34])[CH2:32][N:3]1[N:2]=[N:1][C:5]([C:6]2[S:10][C:9]([N:11]3[CH2:12][CH2:13][N:14]([C:17]([O:19][C:20]([CH3:23])([CH3:22])[CH3:21])=[O:18])[CH2:15][CH2:16]3)=[N:8][N:7]=2)=[N:4]1)[CH3:37]. The catalyst class is: 20. (2) Reactant: S1C=CN2C=C(C3C=CC=CC=3C(O)=O)N=C12.CC1N=C(N)SC=1.[CH3:25][C:26]1[N:27]2[CH:33]=[C:32]([C:34]3[CH:42]=[CH:41][CH:40]=[CH:39][C:35]=3[C:36]([OH:38])=[O:37])[N:31]=[C:28]2[S:29][CH:30]=1.[NH2:43][C:44]1[CH:56]=[CH:55][C:47]2[N:48]=[C:49]([C:51]([O:53][CH3:54])=[O:52])[S:50][C:46]=2[CH:45]=1.CN(C(ON1N=NC2C=CC=NC1=2)=[N+](C)C)C.F[P-](F)(F)(F)(F)F.CCN(C(C)C)C(C)C. Product: [CH3:25][C:26]1[N:27]2[CH:33]=[C:32]([C:34]3[CH:42]=[CH:41][CH:40]=[CH:39][C:35]=3[C:36]([OH:38])=[O:37])[N:31]=[C:28]2[S:29][CH:30]=1.[CH3:25][C:26]1[N:27]2[CH:33]=[C:32]([C:34]3[CH:42]=[CH:41][CH:40]=[CH:39][C:35]=3[C:36]([NH:43][C:44]3[CH:56]=[CH:55][C:47]4[N:48]=[C:49]([C:51]([O:53][CH3:54])=[O:52])[S:50][C:46]=4[CH:45]=3)=[O:38])[N:31]=[C:28]2[S:29][CH:30]=1. The catalyst class is: 31. (3) Reactant: [CH3:1][O:2][C:3](=[O:41])[C:4]1[CH:9]=[CH:8][C:7]([NH:10][C:11]([C@H:13]2[C@H:17]([C:18]3[CH:23]=[CH:22][CH:21]=[C:20]([Cl:24])[C:19]=3[F:25])[C@:16]([C:28]3[CH:33]=[CH:32][C:31]([Cl:34])=[CH:30][C:29]=3[F:35])([C:26]#[N:27])[C@H:15]([CH2:36][C:37]([CH3:40])([CH3:39])[CH3:38])[NH:14]2)=[O:12])=[CH:6][CH:5]=1.[F:42][C:43]1[CH:48]=[CH:47][CH:46]=[CH:45][C:44]=1[CH2:49][CH:50]=O.C(O[BH-](OC(=O)C)OC(=O)C)(=O)C.[Na+]. Product: [CH3:1][O:2][C:3](=[O:41])[C:4]1[CH:9]=[CH:8][C:7]([NH:10][C:11]([C@H:13]2[C@H:17]([C:18]3[CH:23]=[CH:22][CH:21]=[C:20]([Cl:24])[C:19]=3[F:25])[C@:16]([C:28]3[CH:33]=[CH:32][C:31]([Cl:34])=[CH:30][C:29]=3[F:35])([C:26]#[N:27])[C@H:15]([CH2:36][C:37]([CH3:38])([CH3:40])[CH3:39])[N:14]2[CH2:50][CH2:49][C:44]2[CH:45]=[CH:46][CH:47]=[CH:48][C:43]=2[F:42])=[O:12])=[CH:6][CH:5]=1. The catalyst class is: 342. (4) The catalyst class is: 98. Reactant: [Br:1][C:2]1[CH:3]=[C:4]([CH:7]=[C:8]([Br:10])[CH:9]=1)[CH:5]=O.[CH:11]1([NH2:14])[CH2:13][CH2:12]1.S([O-])([O-])(=O)=O.[Mg+2].[BH4-].[Na+]. Product: [Br:1][C:2]1[CH:3]=[C:4]([CH2:5][NH:14][CH:11]2[CH2:13][CH2:12]2)[CH:7]=[C:8]([Br:10])[CH:9]=1. (5) Reactant: [C:1]([C:5]1[O:9][N:8]=[C:7]([NH:10][C:11]([NH:13][C:14]2[CH:19]=[CH:18][CH:17]=[C:16]([S:20][C:21]3[C:30]4[C:25](=[CH:26][C:27]([O:33][CH2:34][CH2:35]Cl)=[C:28]([O:31][CH3:32])[CH:29]=4)[N:24]=[CH:23][N:22]=3)[CH:15]=2)=[O:12])[CH:6]=1)([CH3:4])([CH3:3])[CH3:2].[CH3:37][N:38]1[CH2:43][CH2:42][NH:41][CH2:40][CH2:39]1.C(N(C(C)C)CC)(C)C. Product: [C:1]([C:5]1[O:9][N:8]=[C:7]([NH:10][C:11]([NH:13][C:14]2[CH:19]=[CH:18][CH:17]=[C:16]([S:20][C:21]3[C:30]4[C:25](=[CH:26][C:27]([O:33][CH2:34][CH2:35][N:41]5[CH2:42][CH2:43][N:38]([CH3:37])[CH2:39][CH2:40]5)=[C:28]([O:31][CH3:32])[CH:29]=4)[N:24]=[CH:23][N:22]=3)[CH:15]=2)=[O:12])[CH:6]=1)([CH3:4])([CH3:3])[CH3:2]. The catalyst class is: 589. (6) Reactant: [CH3:1][C:2]1[CH:3]=[C:4]([N+:21]([O-])=O)[C:5]2[S:9][C:8]([NH:10][C:11]3[C:16]([CH3:17])=[CH:15][C:14]([CH3:18])=[CH:13][C:12]=3[CH3:19])=[N:7][C:6]=2[CH:20]=1.O.O.[Sn](Cl)Cl.[OH-].[Na+]. Product: [C:12]1([CH3:19])[CH:13]=[C:14]([CH3:18])[CH:15]=[C:16]([CH3:17])[C:11]=1[NH:10][C:8]1[S:9][C:5]2[C:4]([NH2:21])=[CH:3][C:2]([CH3:1])=[CH:20][C:6]=2[N:7]=1. The catalyst class is: 3.